Dataset: Forward reaction prediction with 1.9M reactions from USPTO patents (1976-2016). Task: Predict the product of the given reaction. (1) Given the reactants Br[C:2]1[N:7]=[C:6]([C:8]([O:10][CH3:11])=[O:9])[C:5]([O:12][CH2:13][CH3:14])=[CH:4][CH:3]=1.[CH3:15][CH2:16]CC[Sn](C=C)(CCCC)CCCC, predict the reaction product. The product is: [CH:15]([C:2]1[N:7]=[C:6]([C:8]([O:10][CH3:11])=[O:9])[C:5]([O:12][CH2:13][CH3:14])=[CH:4][CH:3]=1)=[CH2:16]. (2) Given the reactants NC1[C:3]2[CH:14]=[C:13]([C:15]([F:18])([F:17])[F:16])[CH:12]=[CH:11][C:4]=2[S:5][C:6]=1[C:7]([O:9][CH3:10])=[O:8].CI.C(=O)([O-])[O-].[K+].[K+].[CH3:27][N:28]([CH3:31])[CH:29]=O, predict the reaction product. The product is: [CH3:27][N:28]([C:29]1[C:11]2[CH:12]=[C:13]([C:15]([F:17])([F:18])[F:16])[CH:14]=[CH:3][C:4]=2[S:5][C:6]=1[C:7]([O:9][CH3:10])=[O:8])[CH3:31]. (3) Given the reactants Br[CH:2]([C:15]1[CH:20]=[CH:19][CH:18]=[CH:17][CH:16]=1)[C:3]([NH:5][C:6]1[CH:11]=[C:10]([O:12][CH3:13])[CH:9]=[CH:8][C:7]=1[OH:14])=[O:4].CN(C)C=O.C(=O)([O-])[O-].[K+].[K+], predict the reaction product. The product is: [CH3:13][O:12][C:10]1[CH:9]=[CH:8][C:7]2[O:14][CH:2]([C:15]3[CH:20]=[CH:19][CH:18]=[CH:17][CH:16]=3)[C:3](=[O:4])[NH:5][C:6]=2[CH:11]=1. (4) Given the reactants Br[C:2]1[N:7]2[CH:8]=[C:9]([CH2:11][OH:12])[N:10]=[C:6]2[CH:5]=[CH:4][CH:3]=1.C1(P(C2C=CC=CC=2)C2C=CC3C(=CC=CC=3)C=2C2C3C(=CC=CC=3)C=CC=2P(C2C=CC=CC=2)C2C=CC=CC=2)C=CC=CC=1.C(=O)([O-])[O-].[Cs+].[Cs+].[C:65](=[NH:78])([C:72]1[CH:77]=[CH:76][CH:75]=[CH:74][CH:73]=1)[C:66]1[CH:71]=[CH:70][CH:69]=[CH:68][CH:67]=1, predict the reaction product. The product is: [C:66]1([C:65](=[N:78][C:2]2[N:7]3[CH:8]=[C:9]([CH2:11][OH:12])[N:10]=[C:6]3[CH:5]=[CH:4][CH:3]=2)[C:72]2[CH:73]=[CH:74][CH:75]=[CH:76][CH:77]=2)[CH:71]=[CH:70][CH:69]=[CH:68][CH:67]=1. (5) Given the reactants [OH:1][C:2]1[CH:3]=[C:4]2[C:9](=[C:10]([CH3:13])[C:11]=1[CH3:12])[O:8][C:7]([CH2:15][CH2:16][C:17]([OH:19])=O)([CH3:14])[CH2:6][CH2:5]2.[O:20]1[CH:25]=[CH:24][CH2:23][CH2:22][CH2:21]1.[H-].[H-].[H-].[H-].[Li+].[Al+3], predict the reaction product. The product is: [CH3:14][C:7]1([CH2:15][CH2:16][CH2:17][OH:19])[CH2:6][CH2:5][C:4]2[C:9](=[C:10]([CH3:13])[C:11]([CH3:12])=[C:2]([O:1][CH:21]3[CH2:22][CH2:23][CH2:24][CH2:25][O:20]3)[CH:3]=2)[O:8]1.